Task: Predict the reactants needed to synthesize the given product.. Dataset: Full USPTO retrosynthesis dataset with 1.9M reactions from patents (1976-2016) (1) Given the product [CH3:1][C:2]1[CH:7]=[C:6]([N+:8]([O-:10])=[O:9])[CH:5]=[CH:4][C:3]=1[N:11]=[C:12]1[N:16]([CH:20]2[CH2:24][CH2:23][CH2:22][CH2:21]2)[C@@H:15]([CH:17]([CH3:19])[CH3:18])[CH2:14][S:13]1, predict the reactants needed to synthesize it. The reactants are: [CH3:1][C:2]1[CH:7]=[C:6]([N+:8]([O-:10])=[O:9])[CH:5]=[CH:4][C:3]=1[N:11]=[C:12]1[NH:16][C@@H:15]([CH:17]([CH3:19])[CH3:18])[CH2:14][S:13]1.[CH:20]1(Br)[CH2:24][CH2:23][CH2:22][CH2:21]1. (2) Given the product [CH:1]1([CH2:4][O:5][C:6]2[C:11]([O:12][CH3:13])=[CH:10][CH:9]=[CH:8][C:7]=2/[CH:14]=[CH:15]/[C:16](/[OH:18])=[CH:15]/[C:14]([C:7]2[CH:8]=[CH:9][CH:10]=[CH:11][C:6]=2[OH:30])=[O:28])[CH2:2][CH2:3]1, predict the reactants needed to synthesize it. The reactants are: [CH:1]1([CH2:4][O:5][C:6]2[C:11]([O:12][CH3:13])=[CH:10][CH:9]=[CH:8][C:7]=2/[CH:14]=[CH:15]/[C:16]([O:18]C2C=CC=CC=2C(=O)C)=O)[CH2:3][CH2:2]1.[OH-:28].[K+].[OH2:30].Cl. (3) The reactants are: [F:1][C:2]1[CH:17]=[CH:16][C:5]([C:6]([C:8]2[CH:13]=[CH:12][C:11]([O:14][CH3:15])=[CH:10][CH:9]=2)=[O:7])=[CH:4][CH:3]=1.[CH3:18][OH:19].OS([C:24](F)(F)F)(=O)=O. Given the product [CH3:18][O:19][C:6]([O:7][CH3:24])([C:8]1[CH:13]=[CH:12][C:11]([O:14][CH3:15])=[CH:10][CH:9]=1)[C:5]1[CH:16]=[CH:17][C:2]([F:1])=[CH:3][CH:4]=1, predict the reactants needed to synthesize it.